Task: Predict which catalyst facilitates the given reaction.. Dataset: Catalyst prediction with 721,799 reactions and 888 catalyst types from USPTO (1) Reactant: [F:1][C:2]1[CH:11]=[C:10]([F:12])[CH:9]=[C:8]2[C:3]=1[C:4]([NH:20][C:21]1[C:26](I)=[CH:25][N:24]=[C:23]([N:28]3[CH2:33][CH2:32][O:31][CH2:30][CH2:29]3)[CH:22]=1)=[C:5]([CH3:19])[C:6]([C:13]1[CH:18]=[CH:17][CH:16]=[CH:15][N:14]=1)=[N:7]2.[F:34][CH:35]([F:52])[C:36]1[CH:37]=[C:38](B2OC(C)(C)C(C)(C)O2)[CH:39]=[CH:40][C:41]=1[F:42].C1(P(C2CCCCC2)C2CCCCC2)CCCCC1.[O-]P([O-])([O-])=O.[K+].[K+].[K+]. Product: [F:34][CH:35]([F:52])[C:36]1[CH:37]=[C:38]([C:26]2[C:21]([NH:20][C:4]3[C:3]4[C:8](=[CH:9][C:10]([F:12])=[CH:11][C:2]=4[F:1])[N:7]=[C:6]([C:13]4[CH:18]=[CH:17][CH:16]=[CH:15][N:14]=4)[C:5]=3[CH3:19])=[CH:22][C:23]([N:28]3[CH2:33][CH2:32][O:31][CH2:30][CH2:29]3)=[N:24][CH:25]=2)[CH:39]=[CH:40][C:41]=1[F:42]. The catalyst class is: 552. (2) Reactant: [CH3:1][O:2][CH2:3][C:4]1[N:5]=[C:6]2[CH:11]=[CH:10][CH:9]=[CH:8][N:7]2[CH:12]=1.[I:13]N1C(=O)CCC1=O.C(=O)([O-])O.[Na+]. Product: [I:13][C:12]1[N:7]2[CH:8]=[CH:9][CH:10]=[CH:11][C:6]2=[N:5][C:4]=1[CH2:3][O:2][CH3:1]. The catalyst class is: 3.